Dataset: Reaction yield outcomes from USPTO patents with 853,638 reactions. Task: Predict the reaction yield, written as a fraction of the theoretical maximum amount of product (1.0 means a 100% yield; for example, 0.34 means a 34% yield). (1) The reactants are [C:9](O[C:9]([O:11][C:12]([CH3:15])([CH3:14])[CH3:13])=[O:10])([O:11][C:12]([CH3:15])([CH3:14])[CH3:13])=[O:10].[NH2:16][C:17]1[CH:18]=[C:19]([CH:22]=[CH:23][CH:24]=1)[CH2:20][NH2:21]. The catalyst is O1CCCC1. The product is [NH2:16][C:17]1[CH:18]=[C:19]([CH:22]=[CH:23][CH:24]=1)[CH2:20][NH:21][C:9](=[O:10])[O:11][C:12]([CH3:13])([CH3:14])[CH3:15]. The yield is 0.990. (2) The reactants are [CH3:1][CH:2]([CH3:14])[CH2:3][NH:4][CH2:5][C@@H:6]([C:8]1[CH:13]=[CH:12][CH:11]=[CH:10][CH:9]=1)[NH2:7].[C:15]([O:19][C:20](=[O:33])[NH:21][CH2:22][CH2:23][CH:24]([N:26]1[CH2:31][CH2:30][C:29](=O)[CH2:28][CH2:27]1)[CH3:25])([CH3:18])([CH3:17])[CH3:16]. No catalyst specified. The product is [C:15]([O:19][C:20](=[O:33])[NH:21][CH2:22][CH2:23][CH:24]([N:26]1[CH2:31][CH2:30][CH:29]([NH:7][C@H:6]([C:8]2[CH:13]=[CH:12][CH:11]=[CH:10][CH:9]=2)[CH2:5][NH:4][CH2:3][CH:2]([CH3:14])[CH3:1])[CH2:28][CH2:27]1)[CH3:25])([CH3:16])([CH3:17])[CH3:18]. The yield is 0.580. (3) The reactants are [NH2:1][C:2]1[CH:32]=[CH:31][C:5]2[N:6]=[C:7]([NH:9][C:10]3[CH:15]=[C:14]([CH2:16][C:17]4[CH:22]=[CH:21][CH:20]=[CH:19][CH:18]=4)[N:13]=[C:12]([NH:23][C@H:24]4[CH2:29][CH2:28][C@H:27]([OH:30])[CH2:26][CH2:25]4)[N:11]=3)[S:8][C:4]=2[CH:3]=1.[C:33]1(=O)[O:38][C:36](=[O:37])[CH2:35][CH2:34]1. The catalyst is C(#N)C.Cl. The product is [OH:30][C@H:27]1[CH2:26][CH2:25][C@H:24]([NH:23][C:12]2[N:11]=[C:10]([NH:9][C:7]3[S:8][C:4]4[CH:3]=[C:2]([N:1]5[C:36](=[O:37])[CH2:35][CH2:34][C:33]5=[O:38])[CH:32]=[CH:31][C:5]=4[N:6]=3)[CH:15]=[C:14]([CH2:16][C:17]3[CH:18]=[CH:19][CH:20]=[CH:21][CH:22]=3)[N:13]=2)[CH2:29][CH2:28]1. The yield is 0.390. (4) The reactants are [O-]S(C(F)(F)F)(=O)=O.C([B+]CCCC)CCC.[CH:18]([C@H:21]1[CH2:25][O:24][C:23](=[O:26])[N:22]1[C:27](=[O:36])[CH2:28][CH2:29][C:30]1[CH:35]=[CH:34][CH:33]=[CH:32][CH:31]=1)([CH3:20])[CH3:19].C(N(CC)C(C)C)(C)C.[C:46]([O:50][C:51]([N:53]1[CH2:57][C@H:56]([F:58])[CH2:55][C@@H:54]1[CH:59]=[O:60])=[O:52])([CH3:49])([CH3:48])[CH3:47].P([O-])([O-])([O-])=O. The catalyst is ClCCl. The product is [C:46]([O:50][C:51]([N:53]1[CH2:57][C@H:56]([F:58])[CH2:55][C@@H:54]1[C@@H:59]([OH:60])[C@H:28]([CH2:29][C:30]1[CH:31]=[CH:32][CH:33]=[CH:34][CH:35]=1)[C:27]([N:22]1[C@@H:21]([CH:18]([CH3:20])[CH3:19])[CH2:25][O:24][C:23]1=[O:26])=[O:36])=[O:52])([CH3:49])([CH3:48])[CH3:47]. The yield is 0.520. (5) The product is [CH2:19]([O:1][C:2]1[CH:10]=[C:9]([O:11][CH2:4][C:3]2[CH:7]=[CH:8][CH:9]=[CH:10][CH:2]=2)[C:8]([Br:12])=[CH:7][C:3]=1[C:4]([OH:6])=[O:5])[C:20]1[CH:25]=[CH:24][CH:23]=[CH:22][CH:21]=1. The reactants are [OH:1][C:2]1[CH:10]=[C:9]([OH:11])[C:8]([Br:12])=[CH:7][C:3]=1[C:4]([OH:6])=[O:5].C(=O)([O-])[O-].[K+].[K+].[CH2:19](Br)[C:20]1[CH:25]=[CH:24][CH:23]=[CH:22][CH:21]=1.[OH-].[K+].Cl. The yield is 0.560. The catalyst is CN(C=O)C.O.CO. (6) The reactants are [C:1]([O:5][C:6]([N:8]1[CH2:12][CH2:11][CH2:10][CH:9]1[C:13]1[CH:17]=[C:16]([CH2:18]Br)[O:15][N:14]=1)=[O:7])([CH3:4])([CH3:3])[CH3:2].[CH2:20]([O:22][C:23](=[O:26])[CH2:24][NH2:25])[CH3:21].[C:27]1([C:33]([C:39]2[CH:44]=[CH:43][CH:42]=[CH:41][CH:40]=2)=NCC(O)=O)[CH:32]=[CH:31][CH:30]=[CH:29][CH:28]=1.[OH-].[K+].Cl. The catalyst is C1(C)C=CC=CC=1.[Br-].C([N+](CCCC)(CCCC)CCCC)CCC. The product is [C:1]([O:5][C:6]([N:8]1[CH2:12][CH2:11][CH2:10][CH:9]1[C:13]1[CH:17]=[C:16]([CH2:18][CH:24]([N:25]=[C:33]([C:27]2[CH:32]=[CH:31][CH:30]=[CH:29][CH:28]=2)[C:39]2[CH:44]=[CH:43][CH:42]=[CH:41][CH:40]=2)[C:23]([O:22][CH2:20][CH3:21])=[O:26])[O:15][N:14]=1)=[O:7])([CH3:4])([CH3:3])[CH3:2]. The yield is 0.450. (7) The yield is 0.870. The reactants are [Br:1][C:2]1[CH:7]=[CH:6][C:5]([C:8]2[N:12]([C:13]3[CH:18]=[C:17]([C:19]#N)[CH:16]=[CH:15][N:14]=3)[N:11]=[CH:10][CH:9]=2)=[CH:4][CH:3]=1.[OH-:21].[Na+].Cl.C[OH:25]. The product is [Br:1][C:2]1[CH:7]=[CH:6][C:5]([C:8]2[N:12]([C:13]3[CH:18]=[C:17]([C:19]([OH:25])=[O:21])[CH:16]=[CH:15][N:14]=3)[N:11]=[CH:10][CH:9]=2)=[CH:4][CH:3]=1. No catalyst specified. (8) The reactants are [Cl:1][C:2]1[CH:8]=[CH:7][C:5]([NH2:6])=[CH:4][CH:3]=1.[CH2:9]([C:11](=O)[C:12]([O-:14])=[O:13])[CH3:10].[CH:16]1[CH2:20]C=C[CH:17]=1.F[C:22](F)(F)[C:23](O)=O. The catalyst is C(#N)C. The product is [CH2:22]([O:14][C:12]([CH:11]1[CH:9]2[CH2:20][CH:16]=[CH:17][CH:10]2[C:7]2[CH:8]=[C:2]([Cl:1])[CH:3]=[CH:4][C:5]=2[NH:6]1)=[O:13])[CH3:23]. The yield is 0.890. (9) The yield is 0.790. The reactants are [Br:1][C:2]1[CH:7]=[CH:6][C:5]([C:8]([C:10]2[CH:15]=[CH:14][C:13]([OH:16])=[C:12]([F:17])[CH:11]=2)=O)=[CH:4][CH:3]=1.[C:18]1(=O)[CH2:24][CH2:23][CH2:22][CH2:21][CH2:20][CH2:19]1.C([O-])([O-])=O.[K+].[K+]. The product is [Br:1][C:2]1[CH:7]=[CH:6][C:5]([C:8](=[C:18]2[CH2:24][CH2:23][CH2:22][CH2:21][CH2:20][CH2:19]2)[C:10]2[CH:15]=[CH:14][C:13]([OH:16])=[C:12]([F:17])[CH:11]=2)=[CH:4][CH:3]=1. The catalyst is C1COCC1.[Zn].Cl[Ti](Cl)(Cl)Cl. (10) The reactants are [F:1][C:2]1[CH:7]=[CH:6][C:5]([N:8]2[CH2:13][CH2:12][N:11]([S:14]([C:17]3[CH:22]=[CH:21][CH:20]=[C:19]([O:23]C)[CH:18]=3)(=[O:16])=[O:15])[C@H:10]([CH3:25])[CH2:9]2)=[C:4]([C:26]([F:29])([F:28])[F:27])[CH:3]=1.CC(C)=O.C(=O)=O.B(Br)(Br)Br. The catalyst is ClCCl. The product is [F:1][C:2]1[CH:7]=[CH:6][C:5]([N:8]2[CH2:13][CH2:12][N:11]([S:14]([C:17]3[CH:18]=[C:19]([OH:23])[CH:20]=[CH:21][CH:22]=3)(=[O:16])=[O:15])[C@H:10]([CH3:25])[CH2:9]2)=[C:4]([C:26]([F:27])([F:28])[F:29])[CH:3]=1. The yield is 0.960.